Predict the reactants needed to synthesize the given product. From a dataset of Full USPTO retrosynthesis dataset with 1.9M reactions from patents (1976-2016). (1) The reactants are: [Cl:1][C:2]1[N:7]=[C:6]([Cl:8])[C:5]([OH:9])=[C:4]([Cl:10])[N:3]=1.[C:11]([CH:15]1[CH2:17][O:16]1)([CH3:14])([CH3:13])[CH3:12]. Given the product [CH3:12][C:11]([CH3:14])([CH3:13])[CH:15]([OH:16])[CH2:17][O:9][C:5]1[C:4]([Cl:10])=[N:3][C:2]([Cl:1])=[N:7][C:6]=1[Cl:8], predict the reactants needed to synthesize it. (2) The reactants are: [Cl:1][C:2]1[C:3]([NH:9][NH2:10])=[N:4][CH:5]=[CH:6][C:7]=1[I:8].C(N(CC)CC)C.[F:18][C:19]([F:25])([F:24])[CH2:20][C:21](Cl)=[O:22].C([O-])(O)=O.[Na+]. Given the product [Cl:1][C:2]1[C:3]([NH:9][NH:10][C:21](=[O:22])[CH2:20][C:19]([F:25])([F:24])[F:18])=[N:4][CH:5]=[CH:6][C:7]=1[I:8], predict the reactants needed to synthesize it. (3) Given the product [Br:1][C:2]1[CH:10]=[CH:9][C:8]([N+:13]([O-:15])=[O:14])=[C:7]2[C:3]=1[CH2:4][N:5]([CH3:12])[C:6]2=[O:11], predict the reactants needed to synthesize it. The reactants are: [Br:1][C:2]1[CH:10]=[CH:9][CH:8]=[C:7]2[C:3]=1[CH2:4][N:5]([CH3:12])[C:6]2=[O:11].[N+:13]([O-])([OH:15])=[O:14]. (4) Given the product [ClH:23].[O:19]1[C:18]2[CH:17]=[CH:16][CH:15]=[C:14]([C:11]3[CH2:12][CH2:13][NH:8][CH2:9][CH:10]=3)[C:22]=2[O:21][CH2:20]1, predict the reactants needed to synthesize it. The reactants are: C(OC([N:8]1[CH2:13][CH:12]=[C:11]([C:14]2[C:22]3[O:21][CH2:20][O:19][C:18]=3[CH:17]=[CH:16][CH:15]=2)[CH2:10][CH2:9]1)=O)(C)(C)C.[ClH:23].O1CCOCC1.C(OC(C)C)(C)C. (5) Given the product [ClH:12].[Cl:12][CH2:7][CH2:6][N:5]([CH2:4][CH2:3][O:2][CH3:1])[CH3:9], predict the reactants needed to synthesize it. The reactants are: [CH3:1][O:2][CH2:3][CH2:4][N:5]([CH3:9])[CH2:6][CH2:7]O.S(Cl)([Cl:12])=O. (6) Given the product [F:25][C:22]([F:23])([F:24])[C:19]1[CH:20]=[CH:21][C:16]([O:15][C:14]2[CH:13]=[C:12]([CH:11]=[C:8]3[CH2:7][CH2:6][C:5](=[O:4])[CH2:10][CH2:9]3)[CH:28]=[CH:27][CH:26]=2)=[N:17][CH:18]=1, predict the reactants needed to synthesize it. The reactants are: O1[C:5]2([CH2:10][CH2:9][C:8](=[CH:11][C:12]3[CH:13]=[C:14]([CH:26]=[CH:27][CH:28]=3)[O:15][C:16]3[CH:21]=[CH:20][C:19]([C:22]([F:25])([F:24])[F:23])=[CH:18][N:17]=3)[CH2:7][CH2:6]2)[O:4]CC1.Cl. (7) Given the product [F:1][C:2]([F:11])([F:12])[C:3]1[CH:10]=[CH:9][C:6]([CH:7]([OH:8])[CH2:13][CH2:14][CH3:15])=[CH:5][CH:4]=1, predict the reactants needed to synthesize it. The reactants are: [F:1][C:2]([F:12])([F:11])[C:3]1[CH:10]=[CH:9][C:6]([CH:7]=[O:8])=[CH:5][CH:4]=1.[CH2:13]([Mg]Cl)[CH2:14][CH3:15]. (8) Given the product [Cl:14][CH2:15][CH:16]1[O:13][C:4]2[CH:5]=[C:6]([S:9]([CH3:12])(=[O:10])=[O:11])[CH:7]=[CH:8][C:3]=2[CH2:2][O:1]1, predict the reactants needed to synthesize it. The reactants are: [OH:1][CH2:2][C:3]1[CH:8]=[CH:7][C:6]([S:9]([CH3:12])(=[O:11])=[O:10])=[CH:5][C:4]=1[OH:13].[Cl:14][CH2:15][CH:16]=O.OS(O)(=O)=O. (9) Given the product [N:14]([CH2:2][C:3]([C:5]1[CH:10]=[CH:9][C:8]([N+:11]([O-:13])=[O:12])=[CH:7][CH:6]=1)=[O:4])=[N+:15]=[N-:16], predict the reactants needed to synthesize it. The reactants are: Br[CH2:2][C:3]([C:5]1[CH:10]=[CH:9][C:8]([N+:11]([O-:13])=[O:12])=[CH:7][CH:6]=1)=[O:4].[N-:14]=[N+:15]=[N-:16].[Na+].